From a dataset of Peptide-MHC class II binding affinity with 134,281 pairs from IEDB. Regression. Given a peptide amino acid sequence and an MHC pseudo amino acid sequence, predict their binding affinity value. This is MHC class II binding data. The peptide sequence is YKLGPSPKARSERPA. The MHC is DRB3_0202 with pseudo-sequence DRB3_0202. The binding affinity (normalized) is 0.427.